Dataset: Forward reaction prediction with 1.9M reactions from USPTO patents (1976-2016). Task: Predict the product of the given reaction. (1) Given the reactants [NH:1]1[CH2:6][CH2:5][CH2:4][C@H:3]([CH2:7][OH:8])[CH2:2]1.[CH:9]1([CH:15]=O)[CH2:14][CH2:13][CH2:12][CH2:11][CH2:10]1.[Na].Cl, predict the reaction product. The product is: [CH:9]1([CH2:15][N:1]2[CH2:6][CH2:5][CH2:4][C@H:3]([CH2:7][OH:8])[CH2:2]2)[CH2:14][CH2:13][CH2:12][CH2:11][CH2:10]1. (2) Given the reactants [CH3:1][N:2](C1C2(CCCC2)CNC1)[C:3]1[CH:8]=[CH:7][N:6]=[C:5]([NH:9][C:10]2[CH:11]=[N:12][N:13]([CH3:15])[CH:14]=2)[N:4]=1.[C:25]([OH:29])(=O)[CH:26]=[CH2:27].CN(C(ON1N=N[C:40]2[CH:41]=[CH:42][CH:43]=N[C:39]1=2)=[N+](C)C)C.F[P-](F)(F)(F)(F)F.CC[N:56]([CH2:59][CH3:60])[CH2:57][CH3:58], predict the reaction product. The product is: [CH3:1][N:2]([C:3]1[CH:8]=[CH:7][N:6]=[C:5]([NH:9][C:10]2[CH:11]=[N:12][N:13]([CH3:15])[CH:14]=2)[N:4]=1)[CH:41]1[CH2:42][CH2:43][C:58]2([CH2:57][N:56]([C:25](=[O:29])[CH:26]=[CH2:27])[CH2:59][CH2:60]2)[CH2:39][CH2:40]1. (3) Given the reactants [O:1]([C:8]1[CH:44]=[CH:43][CH:42]=[CH:41][C:9]=1[CH2:10][O:11][CH2:12][CH:13]1[CH2:40][CH2:39][C:16]2[N:17](C(C3C=CC=CC=3)(C3C=CC=CC=3)C3C=CC=CC=3)[CH:18]=[N:19][C:15]=2[CH2:14]1)[C:2]1[CH:7]=[CH:6][CH:5]=[CH:4][CH:3]=1.O(C1C=CC=CC=1COCC1CCC2N=CN(C(C3C=CC=CC=3)(C3C=CC=CC=3)C3C=CC=CC=3)C=2C1)C1C=CC=CC=1, predict the reaction product. The product is: [O:1]([C:8]1[CH:44]=[CH:43][CH:42]=[CH:41][C:9]=1[CH2:10][O:11][CH2:12][CH:13]1[CH2:40][CH2:39][C:16]2[NH:17][CH:18]=[N:19][C:15]=2[CH2:14]1)[C:2]1[CH:7]=[CH:6][CH:5]=[CH:4][CH:3]=1.